From a dataset of CYP2C19 inhibition data for predicting drug metabolism from PubChem BioAssay. Regression/Classification. Given a drug SMILES string, predict its absorption, distribution, metabolism, or excretion properties. Task type varies by dataset: regression for continuous measurements (e.g., permeability, clearance, half-life) or binary classification for categorical outcomes (e.g., BBB penetration, CYP inhibition). Dataset: cyp2c19_veith. (1) The drug is Nc1ncc(-c2ccccc2)n1CC1CCCO1. The result is 1 (inhibitor). (2) The molecule is O=C(CSCc1cccc(Cl)c1)NCc1ccc2c(c1)OCO2. The result is 1 (inhibitor).